From a dataset of Full USPTO retrosynthesis dataset with 1.9M reactions from patents (1976-2016). Predict the reactants needed to synthesize the given product. (1) Given the product [OH:4][C@@H:2]([CH3:3])[CH2:1][S:5][C:6]1[CH:7]=[C:8]([B:12]([OH:14])[OH:13])[CH:9]=[CH:10][CH:11]=1, predict the reactants needed to synthesize it. The reactants are: [CH2:1]1[O:4][CH:2]1[CH3:3].[SH:5][C:6]1[CH:7]=[C:8]([B:12]([OH:14])[OH:13])[CH:9]=[CH:10][CH:11]=1.[O-2].[Al+3].[O-2].[O-2].[Al+3]. (2) Given the product [CH2:20]([O:22][C:23]([C:25]1[C:9](=[O:19])[N:8]([CH2:1][C:2]2[CH:3]=[CH:4][CH:5]=[CH:6][CH:7]=2)[C:13]2[S:14][CH:15]=[C:16]([CH3:17])[C:12]=2[C:11]=1[OH:18])=[O:24])[CH3:21], predict the reactants needed to synthesize it. The reactants are: [CH2:1]([N:8]1[C:13]2[S:14][CH:15]=[C:16]([CH3:17])[C:12]=2[C:11](=[O:18])O[C:9]1=[O:19])[C:2]1[CH:7]=[CH:6][CH:5]=[CH:4][CH:3]=1.[CH2:20]([O:22][C:23]([C:25]1C(=O)N(CC2C=CC=CC=2)C2SC=CC=2C=1O)=[O:24])[CH3:21]. (3) Given the product [CH2:34]([O:12][C:11](=[O:13])[CH:10]([NH:9][C:6]1[CH:7]=[CH:8][C:3]([C:1]#[N:2])=[CH:4][CH:5]=1)[C:14]1[CH:19]=[C:18]([O:20][CH2:21][CH3:22])[C:17]([O:23][CH2:24][CH2:25][OH:26])=[CH:16][C:15]=1[F:27])[CH2:35][CH2:36][CH3:37], predict the reactants needed to synthesize it. The reactants are: [C:1]([C:3]1[CH:8]=[CH:7][C:6]([NH:9][CH:10]([C:14]2[CH:19]=[C:18]([O:20][CH2:21][CH3:22])[C:17]([O:23][CH2:24][CH2:25][OH:26])=[CH:16][C:15]=2[F:27])[C:11]([OH:13])=[O:12])=[CH:5][CH:4]=1)#[N:2].C(=O)([O-])[O-].[K+].[K+].[CH2:34](I)[CH2:35][CH2:36][CH3:37].O. (4) Given the product [Br:25][C:15]1[C:9]2[C:10](=[N:11][CH:12]=[C:7]([C:5]3[CH:4]=[N:3][N:2]([CH3:1])[CH:6]=3)[CH:8]=2)[N:13]([S:16]([C:19]2[CH:20]=[CH:21][CH:22]=[CH:23][CH:24]=2)(=[O:18])=[O:17])[CH:14]=1, predict the reactants needed to synthesize it. The reactants are: [CH3:1][N:2]1[CH:6]=[C:5]([C:7]2[CH:8]=[C:9]3[CH:15]=[CH:14][N:13]([S:16]([C:19]4[CH:24]=[CH:23][CH:22]=[CH:21][CH:20]=4)(=[O:18])=[O:17])[C:10]3=[N:11][CH:12]=2)[CH:4]=[N:3]1.[Br:25]N1C(=O)CCC1=O. (5) The reactants are: [CH:1]1([CH:4]([C:10]2[CH:15]=[C:14]([O:16][CH2:17][C:18]3[CH:23]=[CH:22][C:21]([C:24]4[CH:29]=[C:28]([O:30][CH3:31])[CH:27]=[CH:26][C:25]=4[F:32])=[C:20]([CH2:33][C:34]([CH3:37])([CH3:36])[CH3:35])[N:19]=3)[N:13]=[CH:12][N:11]=2)[CH2:5][C:6]([O:8]C)=[O:7])[CH2:3][CH2:2]1.[OH-].[Na+].Cl. Given the product [CH:1]1([CH:4]([C:10]2[CH:15]=[C:14]([O:16][CH2:17][C:18]3[CH:23]=[CH:22][C:21]([C:24]4[CH:29]=[C:28]([O:30][CH3:31])[CH:27]=[CH:26][C:25]=4[F:32])=[C:20]([CH2:33][C:34]([CH3:37])([CH3:36])[CH3:35])[N:19]=3)[N:13]=[CH:12][N:11]=2)[CH2:5][C:6]([OH:8])=[O:7])[CH2:2][CH2:3]1, predict the reactants needed to synthesize it. (6) Given the product [C:1]([O:5][C:6]([C:40]1([CH3:41])[CH:24]([C:20]2[CH:21]=[CH:22][CH:23]=[C:18]([Cl:17])[CH:19]=2)[C:25]([C:28]2[CH:29]=[CH:30][C:31]([Cl:34])=[CH:32][CH:33]=2)([C:26]#[N:27])[CH:38]([CH2:39][C:1]([CH3:4])([CH3:3])[CH3:2])[NH:37]1)=[O:16])([CH3:2])([CH3:3])[CH3:4], predict the reactants needed to synthesize it. The reactants are: [C:1]([O:5][C:6](=[O:16])[C@@H](/N=C/CC(C)(C)C)C)([CH3:4])([CH3:3])[CH3:2].[Cl:17][C:18]1[CH:19]=[C:20](/[CH:24]=[C:25](/[C:28]2[CH:33]=[CH:32][C:31]([Cl:34])=[CH:30][CH:29]=2)\[C:26]#[N:27])[CH:21]=[CH:22][CH:23]=1.C([N:37]([CH2:40][CH3:41])[CH2:38][CH3:39])C.